Dataset: Forward reaction prediction with 1.9M reactions from USPTO patents (1976-2016). Task: Predict the product of the given reaction. (1) Given the reactants [C:1]([C:3]1[CH:4]=[C:5]([C:13]([NH:15][NH:16][C:17](=O)[C:18]2[CH:23]=[CH:22][C:21]([Br:24])=[CH:20][C:19]=2[CH3:25])=O)[CH:6]=[CH:7][C:8]=1[O:9][CH:10]([CH3:12])[CH3:11])#[N:2].C1(C)C=CC=CC=1.COC1C=CC(P2(SP(C3C=CC(OC)=CC=3)(=S)S2)=[S:43])=CC=1, predict the reaction product. The product is: [C:1]([C:3]1[CH:4]=[C:5]([C:13]2[S:43][C:17]([C:18]3[CH:23]=[CH:22][C:21]([Br:24])=[CH:20][C:19]=3[CH3:25])=[N:16][N:15]=2)[CH:6]=[CH:7][C:8]=1[O:9][CH:10]([CH3:12])[CH3:11])#[N:2]. (2) Given the reactants [C:1]([C:3]1([NH:6][C:7](=[O:34])[C@H:8]([CH2:31][CH2:32][CH3:33])[NH:9][C@@H:10]([C:15]2[CH:20]=[CH:19][C:18]([C:21]3[CH:26]=[CH:25][C:24](S(C)(=O)=O)=[CH:23][CH:22]=3)=[CH:17][CH:16]=2)[C:11]([F:14])([F:13])[F:12])[CH2:5][CH2:4]1)#[N:2].[C:35](C1C=CC(B(O)O)=CC=1)(=[O:37])[CH3:36].BrC1C=CC([C@H](N[C@H](C(NC2(C#N)CC2)=O)CCC)C(F)(F)F)=CC=1, predict the reaction product. The product is: [C:1]([C:3]1([NH:6][C:7](=[O:34])[C@@H:8]([NH:9][C@@H:10]([C:15]2[CH:20]=[CH:19][C:18]([C:21]3[CH:26]=[CH:25][C:24]([C:35](=[O:37])[CH3:36])=[CH:23][CH:22]=3)=[CH:17][CH:16]=2)[C:11]([F:14])([F:13])[F:12])[CH2:31][CH2:32][CH3:33])[CH2:5][CH2:4]1)#[N:2]. (3) Given the reactants [NH:1]([C:3]1[S:4][C:5]2[CH:11]=[CH:10][CH:9]=[C:8]([CH3:12])[C:6]=2[N:7]=1)[NH2:2].O=[C:14]1[CH2:23][CH2:22][C:21]2[C:16](=[CH:17][CH:18]=[CH:19][CH:20]=2)[CH:15]1[C:24](OCC)=[O:25], predict the reaction product. The product is: [CH3:12][C:8]1[C:6]2[N:7]=[C:3]([N:1]3[C:24]([OH:25])=[C:15]4[C:14]([CH2:23][CH2:22][C:21]5[CH:20]=[CH:19][CH:18]=[CH:17][C:16]=54)=[N:2]3)[S:4][C:5]=2[CH:11]=[CH:10][CH:9]=1. (4) Given the reactants [Cl:1][C:2]1[CH:3]=[C:4]([CH:8]=[CH:9][CH:10]=1)[C:5]([OH:7])=O.ClCCl.Cl.CN(C)CCCN=C=NCC.[N:26]1([C:32]([O:34][C:35]([CH3:38])([CH3:37])[CH3:36])=[O:33])[CH2:31][CH2:30][NH:29][CH2:28][CH2:27]1, predict the reaction product. The product is: [Cl:1][C:2]1[CH:3]=[C:4]([C:5]([N:29]2[CH2:28][CH2:27][N:26]([C:32]([O:34][C:35]([CH3:38])([CH3:37])[CH3:36])=[O:33])[CH2:31][CH2:30]2)=[O:7])[CH:8]=[CH:9][CH:10]=1. (5) Given the reactants [CH3:1][C:2]([C:4]1[C:9](F)=[CH:8][CH:7]=[CH:6][C:5]=1[F:11])=O.O.[NH2:13][NH2:14], predict the reaction product. The product is: [F:11][C:5]1[CH:6]=[CH:7][CH:8]=[C:9]2[C:4]=1[C:2]([CH3:1])=[N:13][NH:14]2. (6) The product is: [N+:23]([C:18]1[CH:19]=[CH:20][CH:21]=[CH:22][C:17]=1[C:14]1[O:13][C:12]([C:9]2[CH:8]=[CH:7][C:6]([CH:2]=[O:1])=[CH:11][CH:10]=2)=[N:16][N:15]=1)([O-:25])=[O:24]. Given the reactants [O:1]1CCO[CH:2]1[C:6]1[CH:11]=[CH:10][C:9]([C:12]2[O:13][C:14]([C:17]3[CH:22]=[CH:21][CH:20]=[CH:19][C:18]=3[N+:23]([O-:25])=[O:24])=[N:15][N:16]=2)=[CH:8][CH:7]=1.S(=O)(=O)(O)O, predict the reaction product.